This data is from Reaction yield outcomes from USPTO patents with 853,638 reactions. The task is: Predict the reaction yield, written as a fraction of the theoretical maximum amount of product (1.0 means a 100% yield; for example, 0.34 means a 34% yield). (1) The reactants are F[C:2]1[CH:7]=[CH:6][N:5]2[C:8]([C:11]([NH:13][C:14]3[CH:22]=[CH:21][CH:20]=[C:19]4[C:15]=3[C:16]([CH3:33])=[N:17][N:18]4[CH2:23][C:24]3[CH:29]=[CH:28][CH:27]=[C:26]([CH:30]([CH3:32])[CH3:31])[N:25]=3)=[O:12])=[CH:9][N:10]=[C:4]2[CH:3]=1.[CH3:34][C@H:35]1[N:40]([CH3:41])[CH2:39][CH2:38][N:37]([CH2:42][CH2:43][OH:44])[CH2:36]1.CC(C)([O-])C.[K+]. The catalyst is C(O)(C)(C)C.O. The product is [CH3:34][C@H:35]1[N:40]([CH3:41])[CH2:39][CH2:38][N:37]([CH2:42][CH2:43][O:44][C:2]2[CH:7]=[CH:6][N:5]3[C:8]([C:11]([NH:13][C:14]4[CH:22]=[CH:21][CH:20]=[C:19]5[C:15]=4[C:16]([CH3:33])=[N:17][N:18]5[CH2:23][C:24]4[CH:29]=[CH:28][CH:27]=[C:26]([CH:30]([CH3:32])[CH3:31])[N:25]=4)=[O:12])=[CH:9][N:10]=[C:4]3[CH:3]=2)[CH2:36]1. The yield is 0.330. (2) The reactants are [CH3:1][S:2]([C:5]1[CH:48]=[CH:47][CH:46]=[CH:45][C:6]=1[CH2:7][NH:8][C:9](=[O:44])[CH:10]([C:37]1[CH:42]=[CH:41][CH:40]=[C:39](Br)[CH:38]=1)[NH:11][C:12]1[CH:13]=[C:14]2[C:19](=[CH:20][CH:21]=1)[C:18]([N:22]([C:30]([O:32][C:33]([CH3:36])([CH3:35])[CH3:34])=[O:31])[C:23]([O:25][C:26]([CH3:29])([CH3:28])[CH3:27])=[O:24])=[N:17][CH:16]=[CH:15]2)(=[O:4])=[O:3].[CH2:49]([Sn](CCCC)(CCCC)CCCC)[CH:50]=[CH2:51]. The catalyst is C1(C)C=CC=CC=1.C1C=CC([P]([Pd]([P](C2C=CC=CC=2)(C2C=CC=CC=2)C2C=CC=CC=2)([P](C2C=CC=CC=2)(C2C=CC=CC=2)C2C=CC=CC=2)[P](C2C=CC=CC=2)(C2C=CC=CC=2)C2C=CC=CC=2)(C2C=CC=CC=2)C2C=CC=CC=2)=CC=1. The product is [CH3:1][S:2]([C:5]1[CH:48]=[CH:47][CH:46]=[CH:45][C:6]=1[CH2:7][NH:8][C:9](=[O:44])[CH:10]([NH:11][C:12]1[CH:13]=[C:14]2[C:19](=[CH:20][CH:21]=1)[C:18]([N:22]([C:30]([O:32][C:33]([CH3:36])([CH3:35])[CH3:34])=[O:31])[C:23]([O:25][C:26]([CH3:29])([CH3:28])[CH3:27])=[O:24])=[N:17][CH:16]=[CH:15]2)[C:37]1[CH:42]=[CH:41][CH:40]=[C:39]([CH2:51][CH:50]=[CH2:49])[CH:38]=1)(=[O:4])=[O:3]. The yield is 0.640.